Task: Predict the product of the given reaction.. Dataset: Forward reaction prediction with 1.9M reactions from USPTO patents (1976-2016) (1) Given the reactants [OH-].[Li+].[CH3:3][O:4][C:5]1[CH:6]=[C:7]([CH:10]=[CH:11][C:12]=1[N:13]1[CH:17]=[C:16]([CH3:18])[N:15]=[CH:14]1)[CH:8]=O.[F:19][C:20]1[CH:21]=[C:22]([C@H:27]2[N:31]3[C:32](=[O:45])[CH:33](P(=O)(OCC)OCC)[CH2:34][CH2:35][CH2:36][C@H:30]3[CH2:29][CH2:28]2)[CH:23]=[CH:24][C:25]=1[F:26].C(O)C, predict the reaction product. The product is: [F:19][C:20]1[CH:21]=[C:22]([C@H:27]2[N:31]3[C:32](=[O:45])/[C:33](=[CH:8]/[C:7]4[CH:10]=[CH:11][C:12]([N:13]5[CH:17]=[C:16]([CH3:18])[N:15]=[CH:14]5)=[C:5]([O:4][CH3:3])[CH:6]=4)/[CH2:34][CH2:35][CH2:36][C@H:30]3[CH2:29][CH2:28]2)[CH:23]=[CH:24][C:25]=1[F:26]. (2) Given the reactants [C:9](O[C:9]([O:11][C:12]([CH3:15])([CH3:14])[CH3:13])=[O:10])([O:11][C:12]([CH3:15])([CH3:14])[CH3:13])=[O:10].[CH2:16]([O:18][C:19]([C:21]1[S:25][C:24]([NH2:26])=[N:23][C:22]=1[C:27]([F:30])([F:29])[F:28])=[O:20])[CH3:17], predict the reaction product. The product is: [CH2:16]([O:18][C:19]([C:21]1[S:25][C:24]([NH:26][C:9](=[O:10])[O:11][C:12]([CH3:13])([CH3:14])[CH3:15])=[N:23][C:22]=1[C:27]([F:29])([F:30])[F:28])=[O:20])[CH3:17]. (3) The product is: [CH3:1][C@@H:2]1[NH:3][C:4]2[C:9](=[CH:8][CH:7]=[CH:6][CH:5]=2)[N:10]([C:12]([O:14][C:15]([CH3:18])([CH3:17])[CH3:16])=[O:13])[CH2:11]1. Given the reactants [CH3:1][C@H:2]1[CH2:11][NH:10][C:9]2[C:4](=[CH:5][CH:6]=[CH:7][CH:8]=2)[NH:3]1.[C:12](O[C:12]([O:14][C:15]([CH3:18])([CH3:17])[CH3:16])=[O:13])([O:14][C:15]([CH3:18])([CH3:17])[CH3:16])=[O:13], predict the reaction product. (4) Given the reactants [CH3:1][C:2]1[C:6]2[CH:7]=[CH:8][C:9]([C:11]([F:14])([F:13])[F:12])=[CH:10][C:5]=2[O:4][C:3]=1[C:15]([CH2:22][CH2:23][CH2:24][CH3:25])=[CH:16][C:17]([O:19][CH2:20][CH3:21])=[O:18], predict the reaction product. The product is: [CH3:1][C:2]1[C:6]2[CH:7]=[CH:8][C:9]([C:11]([F:14])([F:12])[F:13])=[CH:10][C:5]=2[O:4][C:3]=1[CH:15]([CH2:22][CH2:23][CH2:24][CH3:25])[CH2:16][C:17]([O:19][CH2:20][CH3:21])=[O:18].